Dataset: NCI-60 drug combinations with 297,098 pairs across 59 cell lines. Task: Regression. Given two drug SMILES strings and cell line genomic features, predict the synergy score measuring deviation from expected non-interaction effect. Drug 1: CCC1=CC2CC(C3=C(CN(C2)C1)C4=CC=CC=C4N3)(C5=C(C=C6C(=C5)C78CCN9C7C(C=CC9)(C(C(C8N6C)(C(=O)OC)O)OC(=O)C)CC)OC)C(=O)OC.C(C(C(=O)O)O)(C(=O)O)O. Drug 2: C1=NC(=NC(=O)N1C2C(C(C(O2)CO)O)O)N. Cell line: NCI-H522. Synergy scores: CSS=58.0, Synergy_ZIP=-1.34, Synergy_Bliss=0.458, Synergy_Loewe=-10.8, Synergy_HSA=1.52.